From a dataset of Catalyst prediction with 721,799 reactions and 888 catalyst types from USPTO. Predict which catalyst facilitates the given reaction. (1) Reactant: [F:1][C:2]1[CH:3]=[C:4]([CH:19]=[CH:20][CH:21]=1)[CH2:5][CH:6]1[CH2:11][CH2:10][N:9](C(OC(C)(C)C)=O)[CH2:8][CH2:7]1.[ClH:22]. Product: [ClH:22].[F:1][C:2]1[CH:3]=[C:4]([CH:19]=[CH:20][CH:21]=1)[CH2:5][CH:6]1[CH2:11][CH2:10][NH:9][CH2:8][CH2:7]1. The catalyst class is: 12. (2) The catalyst class is: 1. Reactant: [CH2:1]([N:3]([CH:16]1[CH2:20][CH2:19][CH:18](O)[CH2:17]1)[C:4]1[CH:11]=[CH:10][C:7]([C:8]#[N:9])=[C:6]([C:12]([F:15])([F:14])[F:13])[CH:5]=1)[CH3:2].[C:22]1(=[O:32])[NH:26][C:25](=[O:27])[C:24]2=[CH:28][CH:29]=[CH:30][CH:31]=[C:23]12.C1(P(C2C=CC=CC=2)C2C=CC=CC=2)C=CC=CC=1.N(C(OC(C)C)=O)=NC(OC(C)C)=O. Product: [O:27]=[C:25]1[C:24]2[C:23](=[CH:31][CH:30]=[CH:29][CH:28]=2)[C:22](=[O:32])[N:26]1[CH:18]1[CH2:19][CH2:20][CH:16]([N:3]([CH2:1][CH3:2])[C:4]2[CH:11]=[CH:10][C:7]([C:8]#[N:9])=[C:6]([C:12]([F:13])([F:15])[F:14])[CH:5]=2)[CH2:17]1. (3) Reactant: [Br:1][C:2]1[CH:3]=[CH:4][CH:5]=[C:6]([C:9]=1[O:10][CH2:11][CH:12]1[CH2:14][CH2:13]1)C=O.[N+:15]([CH3:18])([O-:17])=[O:16].[C:19]([O-])(=O)C.[NH4+]. Product: [Br:1][C:2]1[C:3]([CH:19]=[CH:18][N+:15]([O-:17])=[O:16])=[CH:4][CH:5]=[CH:6][C:9]=1[O:10][CH2:11][CH:12]1[CH2:13][CH2:14]1. The catalyst class is: 52. (4) Reactant: [NH2:1][CH2:2][C:3]([C:6]1[CH:7]=[C:8]([NH:12][C:13](=[O:24])[C:14]2[CH:19]=[CH:18][C:17]([O:20][CH3:21])=[C:16]([O:22][CH3:23])[CH:15]=2)[CH:9]=[CH:10][CH:11]=1)([CH3:5])[CH3:4].[N:25]1[CH:26]=[C:27]([C:34](O)=[O:35])[N:28]2[CH:33]=[CH:32][CH:31]=[CH:30][C:29]=12.C1C=CC2N(O)N=NC=2C=1.C(Cl)CCl. Product: [CH3:23][O:22][C:16]1[CH:15]=[C:14]([CH:19]=[CH:18][C:17]=1[O:20][CH3:21])[C:13]([NH:12][C:8]1[CH:7]=[C:6]([C:3]([CH3:5])([CH3:4])[CH2:2][NH:1][C:34]([C:27]2[N:28]3[CH:33]=[CH:32][CH:31]=[CH:30][C:29]3=[N:25][CH:26]=2)=[O:35])[CH:11]=[CH:10][CH:9]=1)=[O:24]. The catalyst class is: 2. (5) Reactant: [F:1][C:2]1[C:3]([C:11](=[O:20])[C:12]2[CH:17]=[CH:16][C:15]([O:18][CH3:19])=[CH:14][CH:13]=2)=[C:4]([OH:10])[CH:5]=[C:6]([CH2:8][OH:9])[CH:7]=1.[C:21](OC=C)(=[O:23])[CH3:22].CCCC[Sn](Cl)(O[Sn](Cl)(CCCC)CCCC)CCCC. Product: [C:21]([O:9][CH2:8][C:6]1[CH:7]=[C:2]([F:1])[C:3]([C:11](=[O:20])[C:12]2[CH:17]=[CH:16][C:15]([O:18][CH3:19])=[CH:14][CH:13]=2)=[C:4]([OH:10])[CH:5]=1)(=[O:23])[CH3:22]. The catalyst class is: 7. (6) Reactant: [CH3:1][O:2][C:3]1[CH:11]=[C:10]2[C:6]([CH:7]=[C:8]([C:12]([O:14][CH3:15])=[O:13])[NH:9]2)=[CH:5][CH:4]=1.[Br:16]N1C(=O)CCC1=O. Product: [Br:16][C:7]1[C:6]2[C:10](=[CH:11][C:3]([O:2][CH3:1])=[CH:4][CH:5]=2)[NH:9][C:8]=1[C:12]([O:14][CH3:15])=[O:13]. The catalyst class is: 3. (7) Product: [NH2:1][CH2:4][C:5]1[C:6]([F:23])=[C:7]([O:12][C:13]2[C:14]([Cl:22])=[C:15]([CH:18]=[C:19]([Cl:21])[CH:20]=2)[C:16]#[N:17])[C:8]([Cl:11])=[CH:9][CH:10]=1. Reactant: [N:1]([CH2:4][C:5]1[C:6]([F:23])=[C:7]([O:12][C:13]2[C:14]([Cl:22])=[C:15]([CH:18]=[C:19]([Cl:21])[CH:20]=2)[C:16]#[N:17])[C:8]([Cl:11])=[CH:9][CH:10]=1)=[N+]=[N-].C1(P(C2C=CC=CC=2)C2C=CC=CC=2)C=CC=CC=1.O. The catalyst class is: 1.